This data is from TCR-epitope binding with 47,182 pairs between 192 epitopes and 23,139 TCRs. The task is: Binary Classification. Given a T-cell receptor sequence (or CDR3 region) and an epitope sequence, predict whether binding occurs between them. (1) The epitope is PROT_97E67BCC. The TCR CDR3 sequence is CAISRRTSWGSDTQYF. Result: 1 (the TCR binds to the epitope). (2) The epitope is GMFNMLSTVLGVS. The TCR CDR3 sequence is CASSESPPYGYTF. Result: 0 (the TCR does not bind to the epitope).